This data is from Full USPTO retrosynthesis dataset with 1.9M reactions from patents (1976-2016). The task is: Predict the reactants needed to synthesize the given product. Given the product [ClH:26].[OH:15][CH2:14][C:13]1[CH:17]=[CH:18][CH:19]=[C:20]([CH3:21])[C:12]=1[CH2:11][NH:10][C:9]1[C:4]2[N:5]([C:22]([CH3:23])=[C:2]([CH3:1])[N:3]=2)[CH:6]=[CH:7][CH:8]=1, predict the reactants needed to synthesize it. The reactants are: [CH3:1][C:2]1[N:3]=[C:4]2[C:9]([NH:10][CH2:11][C:12]3[C:20]([CH3:21])=[CH:19][CH:18]=[CH:17][C:13]=3[C:14](O)=[O:15])=[CH:8][CH:7]=[CH:6][N:5]2[C:22]=1[CH3:23].O.C(Cl)[Cl:26].